Dataset: Full USPTO retrosynthesis dataset with 1.9M reactions from patents (1976-2016). Task: Predict the reactants needed to synthesize the given product. (1) Given the product [OH:32][C:33]1[CH:34]=[C:35]([CH:39]=[C:40]([O:42][C@@H:43]([CH3:56])[CH2:44][O:45][Si:46]([CH:47]([CH3:48])[CH3:49])([CH:53]([CH3:55])[CH3:54])[CH:50]([CH3:52])[CH3:51])[CH:41]=1)[C:36]([NH:57][C:58]1[CH:62]=[CH:61][N:60]([CH3:63])[N:59]=1)=[O:38], predict the reactants needed to synthesize it. The reactants are: CN(C(ON1N=NC2C=CC=NC1=2)=[N+](C)C)C.F[P-](F)(F)(F)(F)F.C([O:32][C:33]1[CH:34]=[C:35]([CH:39]=[C:40]([O:42][C@@H:43]([CH3:56])[CH2:44][O:45][Si:46]([CH:53]([CH3:55])[CH3:54])([CH:50]([CH3:52])[CH3:51])[CH:47]([CH3:49])[CH3:48])[CH:41]=1)[C:36]([OH:38])=O)C1C=CC=CC=1.[NH2:57][C:58]1[CH:62]=[CH:61][N:60]([CH3:63])[N:59]=1.CCN(C(C)C)C(C)C. (2) Given the product [F:24][C:15]([F:14])([F:25])[C:16]1[C:20]([C:21]([NH:2][CH:3]([C:4]([O:6][CH2:7][CH3:8])=[O:5])[C:9]([O:11][CH2:12][CH3:13])=[O:10])=[O:22])=[CH:19][S:18][CH:17]=1, predict the reactants needed to synthesize it. The reactants are: Cl.[NH2:2][CH:3]([C:9]([O:11][CH2:12][CH3:13])=[O:10])[C:4]([O:6][CH2:7][CH3:8])=[O:5].[F:14][C:15]([F:25])([F:24])[C:16]1[C:20]([C:21](O)=[O:22])=[CH:19][S:18][CH:17]=1.C(N(CC)CC)C.O=C1N(P(Cl)(N2CCOC2=O)=O)CCO1. (3) Given the product [CH:1]1([CH2:4][O:5][CH:6]2[CH2:15][CH2:14][C:9](=[O:10])[CH2:8][CH2:7]2)[CH2:3][CH2:2]1, predict the reactants needed to synthesize it. The reactants are: [CH:1]1([CH2:4][O:5][CH:6]2[CH2:15][CH2:14][C:9]3(OCC[O:10]3)[CH2:8][CH2:7]2)[CH2:3][CH2:2]1.Cl. (4) Given the product [CH:1]1([NH:7][C:11]([C:13]2[C:14](=[O:33])[N:15]([CH2:25][C:26]3[CH:31]=[CH:30][C:29]([F:32])=[CH:28][CH:27]=3)[C:16]3[C:21]([C:22]=2[OH:23])=[CH:20][C:19]([CH3:24])=[CH:18][CH:17]=3)=[O:10])[CH2:6][CH2:5][CH2:4][CH2:3][CH2:2]1, predict the reactants needed to synthesize it. The reactants are: [CH:1]1([NH2:7])[CH2:6][CH2:5][CH2:4][CH2:3][CH2:2]1.C([O:10][C:11]([C:13]1[C:14](=[O:33])[N:15]([CH2:25][C:26]2[CH:31]=[CH:30][C:29]([F:32])=[CH:28][CH:27]=2)[C:16]2[C:21]([C:22]=1[OH:23])=[CH:20][C:19]([CH3:24])=[CH:18][CH:17]=2)=O)C. (5) Given the product [NH2:23][C:22]([NH2:24])=[N:21][C:4](=[O:5])[C:3]1[CH:8]=[C:9]([S:17]([CH3:20])(=[O:19])=[O:18])[C:10]([N:12]2[CH:16]=[CH:15][CH:14]=[CH:13]2)=[CH:11][C:2]=1[CH3:1], predict the reactants needed to synthesize it. The reactants are: [CH3:1][C:2]1[CH:11]=[C:10]([N:12]2[CH:16]=[CH:15][CH:14]=[CH:13]2)[C:9]([S:17]([CH3:20])(=[O:19])=[O:18])=[CH:8][C:3]=1[C:4](OC)=[O:5].[NH2:21][C:22]([NH2:24])=[NH:23]. (6) Given the product [Cl:33][C:31]1[CH:26]=[C:27]2[C:2](=[CH:6][CH:5]=1)[CH:3]=[C:30]([S:19]([NH:1][C@H:2]1[CH2:6][CH2:5][N:4]([C:7]3[CH:12]=[CH:11][C:10]([C:13]4[CH:18]=[CH:17][CH:16]=[CH:15][C:14]=4[S:19]([CH3:22])(=[O:20])=[O:21])=[CH:9][C:8]=3[F:23])[C:3]1=[O:24])(=[O:21])=[O:20])[CH:29]=[CH:28]2, predict the reactants needed to synthesize it. The reactants are: [NH2:1][C@H:2]1[CH2:6][CH2:5][N:4]([C:7]2[CH:12]=[CH:11][C:10]([C:13]3[CH:18]=[CH:17][CH:16]=[CH:15][C:14]=3[S:19]([CH3:22])(=[O:21])=[O:20])=[CH:9][C:8]=2[F:23])[C:3]1=[O:24].N1[CH:30]=[CH:29][CH:28]=[CH:27][CH:26]=1.[CH2:31]([Cl:33])Cl. (7) Given the product [CH:10]([C:6]1[CH:5]=[C:4]([CH:9]=[CH:8][CH:7]=1)[C:3]([OH:18])=[O:2])=[CH:11][C:12]1[CH:13]=[CH:14][CH:15]=[CH:16][CH:17]=1, predict the reactants needed to synthesize it. The reactants are: C[O:2][C:3](=[O:18])[C:4]1[CH:9]=[CH:8][CH:7]=[C:6]([CH:10]=[CH:11][C:12]2[CH:17]=[CH:16][CH:15]=[CH:14][CH:13]=2)[CH:5]=1.[OH-].[Na+].Cl. (8) Given the product [CH:1]1([NH:5][S:22]([C:19]2[CH:18]=[CH:17][C:16]([N+:13]([O-:15])=[O:14])=[CH:21][CH:20]=2)(=[O:23])=[O:24])[CH2:4][CH2:3][CH2:2]1, predict the reactants needed to synthesize it. The reactants are: [CH:1]1([NH2:5])[CH2:4][CH2:3][CH2:2]1.C(N(CC)CC)C.[N+:13]([C:16]1[CH:21]=[CH:20][C:19]([S:22](Cl)(=[O:24])=[O:23])=[CH:18][CH:17]=1)([O-:15])=[O:14].